This data is from Forward reaction prediction with 1.9M reactions from USPTO patents (1976-2016). The task is: Predict the product of the given reaction. (1) Given the reactants C([O-])([O-])=O.[Cs+].[Cs+].[F-].[Cs+].[C:9]([C:11]1[CH:16]=[CH:15][C:14](B(O)O)=[CH:13][CH:12]=1)#[N:10].Br[C:21]1[CH:22]=[C:23]2[C:27](=[CH:28][CH:29]=1)[NH:26][C:25]([CH2:30][CH2:31][N:32]1[CH2:36][CH2:35][CH2:34][CH:33]1[CH3:37])=[CH:24]2.N1C2C(=CC=CC=2)C=C1, predict the reaction product. The product is: [CH3:37][CH:33]1[CH2:34][CH2:35][CH2:36][N:32]1[CH2:31][CH2:30][C:25]1[NH:26][C:27]2[C:23]([CH:24]=1)=[CH:22][C:21]([C:14]1[CH:15]=[CH:16][C:11]([C:9]#[N:10])=[CH:12][CH:13]=1)=[CH:29][CH:28]=2. (2) Given the reactants [Cl:1][C:2]1[CH:9]=[CH:8][C:5]([CH:6]=O)=[CH:4][C:3]=1[F:10].[CH3:11][C:12]1([CH3:20])[O:19][C:17](=[O:18])[CH2:16][C:14](=[O:15])[O:13]1.N1CCCC1C(O)=O.[CH3:29][S:30][CH2:31][C:32]1[CH:33]=[CH:34][CH:35]=[C:36]2[C:40]=1[NH:39][CH:38]=[CH:37]2, predict the reaction product. The product is: [Cl:1][C:2]1[CH:9]=[CH:8][C:5]([CH:6]([C:37]2[C:36]3[C:40](=[C:32]([CH2:31][S:30][CH3:29])[CH:33]=[CH:34][CH:35]=3)[NH:39][CH:38]=2)[CH:16]2[C:17](=[O:18])[O:19][C:12]([CH3:20])([CH3:11])[O:13][C:14]2=[O:15])=[CH:4][C:3]=1[F:10]. (3) Given the reactants [C:1]1([CH2:11][N:12]2[CH:16]=[C:15]([CH2:17][CH2:18][NH:19][C:20]([CH:22]3[CH2:27][CH2:26][O:25][CH2:24][CH2:23]3)=[O:21])[S:14]/[C:13]/2=[N:28]\[S:29]([C:32]2[CH:41]=[CH:40][CH:39]=[CH:38][C:33]=2[C:34]([O:36]C)=[O:35])(=[O:31])=[O:30])[C:10]2[C:5](=[CH:6][CH:7]=[CH:8][CH:9]=2)[CH:4]=[CH:3][CH:2]=1.C(OC(NCCC1S/C(=N\S(C2C=CC=CC=2C(O)=O)(=O)=O)/N(CC2C3C(=CC=CC=3)C=CC=2)C=1)=O)(C)(C)C, predict the reaction product. The product is: [C:1]1([CH2:11][N:12]2[CH:16]=[C:15]([CH2:17][CH2:18][NH:19][C:20]([CH:22]3[CH2:27][CH2:26][O:25][CH2:24][CH2:23]3)=[O:21])[S:14]/[C:13]/2=[N:28]\[S:29]([C:32]2[CH:41]=[CH:40][CH:39]=[CH:38][C:33]=2[C:34]([OH:36])=[O:35])(=[O:31])=[O:30])[C:10]2[C:5](=[CH:6][CH:7]=[CH:8][CH:9]=2)[CH:4]=[CH:3][CH:2]=1. (4) Given the reactants [CH:1]1([C:4]2[N:8]([CH2:9][C:10]3[C:15]([F:16])=[CH:14][C:13]([O:17][CH2:18][CH3:19])=[CH:12][C:11]=3[F:20])[N:7]=[C:6]([C:21]3[N:26]=[C:25]([NH:27][C:28]4[CH:33]=[CH:32][N:31]=[CH:30][C:29]=4[C:34]([O:36]CC)=[O:35])[C:24]([O:39][CH3:40])=[CH:23][N:22]=3)[C:5]=2[CH3:41])[CH2:3][CH2:2]1.[OH-].[Na+].C(O)(=O)CC(CC(O)=O)(C(O)=O)O, predict the reaction product. The product is: [CH:1]1([C:4]2[N:8]([CH2:9][C:10]3[C:11]([F:20])=[CH:12][C:13]([O:17][CH2:18][CH3:19])=[CH:14][C:15]=3[F:16])[N:7]=[C:6]([C:21]3[N:26]=[C:25]([NH:27][C:28]4[C:29]([C:34]([OH:36])=[O:35])=[CH:30][N:31]=[CH:32][CH:33]=4)[C:24]([O:39][CH3:40])=[CH:23][N:22]=3)[C:5]=2[CH3:41])[CH2:3][CH2:2]1. (5) Given the reactants [F:1][C:2]([F:22])([F:21])[C:3]([NH:5][C:6]1[S:7][C:8]([CH2:11][CH2:12][NH:13][C:14](=[O:20])[O:15][C:16]([CH3:19])([CH3:18])[CH3:17])=[CH:9][N:10]=1)=[O:4].Cl[CH2:24][C:25]1[C:34]2[C:29](=[CH:30][CH:31]=[CH:32][CH:33]=2)[CH:28]=[CH:27][CH:26]=1, predict the reaction product. The product is: [C:25]1([CH2:24][N:10]2[CH:9]=[C:8]([CH2:11][CH2:12][NH:13][C:14](=[O:20])[O:15][C:16]([CH3:17])([CH3:18])[CH3:19])[S:7]/[C:6]/2=[N:5]\[C:3](=[O:4])[C:2]([F:21])([F:1])[F:22])[C:34]2[C:29](=[CH:30][CH:31]=[CH:32][CH:33]=2)[CH:28]=[CH:27][CH:26]=1. (6) The product is: [Br:1][C:11]1[C:12]([CH3:15])=[C:13]([CH3:14])[C:6]2[O:5][C:4]([CH3:16])([CH3:3])[C:8](=[O:9])[C:7]=2[CH:10]=1. Given the reactants [Br:1]Br.[CH3:3][C:4]1([CH3:16])[C:8](=[O:9])[C:7]2[CH:10]=[CH:11][C:12]([CH3:15])=[C:13]([CH3:14])[C:6]=2[O:5]1.S([O-])([O-])=O.[Na+].[Na+], predict the reaction product. (7) Given the reactants [CH2:1]([O:3][P:4]([CH2:9][C:10]([OH:12])=O)([O:6][CH2:7][CH3:8])=[O:5])[CH3:2].C1(N=C=NC2CCCCC2)CCCCC1.C1C=CC2N(O)N=NC=2C=1.[NH2:38][CH:39]1[CH2:44][CH2:43][CH:42]([OH:45])[CH2:41][CH2:40]1, predict the reaction product. The product is: [OH:45][CH:42]1[CH2:43][CH2:44][CH:39]([NH:38][C:10](=[O:12])[CH2:9][P:4](=[O:5])([O:3][CH2:1][CH3:2])[O:6][CH2:7][CH3:8])[CH2:40][CH2:41]1. (8) Given the reactants [C:1]([O:4][N:5]=[C:6]([NH2:25])[CH2:7][N:8]1[CH:13]=[CH:12][C:11]([C:14]2[CH:19]=[CH:18][C:17]([C:20]([CH3:23])([CH3:22])[CH3:21])=[CH:16][CH:15]=2)=[CH:10][C:9]1=[O:24])(=[O:3])[CH3:2], predict the reaction product. The product is: [C:1]([OH:4])(=[O:3])[CH3:2].[C:20]([C:17]1[CH:16]=[CH:15][C:14]([C:11]2[CH:12]=[CH:13][N:8]([CH2:7][C:6](=[NH:5])[NH2:25])[C:9](=[O:24])[CH:10]=2)=[CH:19][CH:18]=1)([CH3:23])([CH3:21])[CH3:22]. (9) The product is: [CH2:14]([CH:11]1[CH2:12][O:9][C:7]([CH:2]2[NH:1][C:5](=[O:6])[CH2:4][CH2:3]2)=[N:10]1)[CH3:15]. Given the reactants [NH:1]1[C:5](=[O:6])[CH2:4][CH2:3][C@H:2]1[C:7]([OH:9])=O.[NH2:10][CH:11]([CH2:14][CH3:15])[CH2:12]O, predict the reaction product.